Dataset: Catalyst prediction with 721,799 reactions and 888 catalyst types from USPTO. Task: Predict which catalyst facilitates the given reaction. Reactant: [F:1][C:2]([F:6])([F:5])[CH2:3][OH:4].[H-].[Na+].CS(O[CH2:14][C:15]1[CH:16]=[N:17][CH:18]=[C:19]([Br:21])[CH:20]=1)(=O)=O. Product: [Br:21][C:19]1[CH:18]=[N:17][CH:16]=[C:15]([CH2:14][O:4][CH2:3][C:2]([F:6])([F:5])[F:1])[CH:20]=1. The catalyst class is: 118.